Dataset: Reaction yield outcomes from USPTO patents with 853,638 reactions. Task: Predict the reaction yield, written as a fraction of the theoretical maximum amount of product (1.0 means a 100% yield; for example, 0.34 means a 34% yield). (1) The reactants are [C:1]([O:5][C:6]([NH:8][C@H:9]1[CH2:14][CH2:13][CH2:12][CH2:11][C@H:10]1[NH:15][C:16]1[N:21]=[C:20](Cl)[C:19]2[C:23](=[O:33])[N:24]([C:26]([O:28][C:29]([CH3:32])([CH3:31])[CH3:30])=[O:27])[CH2:25][C:18]=2[C:17]=1[F:34])=[O:7])([CH3:4])([CH3:3])[CH3:2].[CH3:35][C:36]1[CH:41]=[CH:40][N:39]2[N:42]=[CH:43][C:44](B3OC(C)(C)C(C)(C)O3)=[C:38]2[CH:37]=1.C(=O)([O-])[O-].[K+].[K+].C(N[C@H](C(O)=O)CS)(=O)C. The catalyst is O.CC(N(C)C)=O. The product is [C:1]([O:5][C:6]([NH:8][C@H:9]1[CH2:14][CH2:13][CH2:12][CH2:11][C@H:10]1[NH:15][C:16]1[N:21]=[C:20]([C:44]2[CH:43]=[N:42][N:39]3[CH:40]=[CH:41][C:36]([CH3:35])=[CH:37][C:38]=23)[C:19]2[C:23](=[O:33])[N:24]([C:26]([O:28][C:29]([CH3:32])([CH3:31])[CH3:30])=[O:27])[CH2:25][C:18]=2[C:17]=1[F:34])=[O:7])([CH3:4])([CH3:3])[CH3:2]. The yield is 0.460. (2) The reactants are Cl[CH2:2][C:3]1[CH:27]=[CH:26][C:6]([O:7][CH2:8][C:9]2[N:10]=[C:11]([N:15]3[CH2:20][CH2:19][CH:18]([C:21]([O:23][CH2:24][CH3:25])=[O:22])[CH2:17][CH2:16]3)[S:12][C:13]=2[CH3:14])=[C:5]([O:28][CH3:29])[CH:4]=1.[OH:30][C:31]1[C:35]([CH:36]=[O:37])=[CH:34][N:33]([C:38]2[CH:43]=[CH:42][CH:41]=[CH:40][CH:39]=2)[N:32]=1.C(=O)([O-])[O-].[K+].[K+].CN(C)C=O. The catalyst is O. The product is [CH:36]([C:35]1[C:31]([O:30][CH2:2][C:3]2[CH:27]=[CH:26][C:6]([O:7][CH2:8][C:9]3[N:10]=[C:11]([N:15]4[CH2:20][CH2:19][CH:18]([C:21]([O:23][CH2:24][CH3:25])=[O:22])[CH2:17][CH2:16]4)[S:12][C:13]=3[CH3:14])=[C:5]([O:28][CH3:29])[CH:4]=2)=[N:32][N:33]([C:38]2[CH:43]=[CH:42][CH:41]=[CH:40][CH:39]=2)[CH:34]=1)=[O:37]. The yield is 0.690. (3) The catalyst is [Pd].CO. The reactants are [C:1]([O:5][C:6]([N:8]1[C:16]2[C:11](=[CH:12][C:13]([CH:17]=[C:18]([NH:23]C(OCC3C=CC=CC=3)=O)[C:19]([O:21][CH3:22])=[O:20])=[CH:14][CH:15]=2)[CH:10]=[N:9]1)=[O:7])([CH3:4])([CH3:3])[CH3:2].[H][H]. The product is [C:1]([O:5][C:6]([N:8]1[C:16]2[C:11](=[CH:12][C:13]([CH2:17][CH:18]([NH2:23])[C:19]([O:21][CH3:22])=[O:20])=[CH:14][CH:15]=2)[CH:10]=[N:9]1)=[O:7])([CH3:3])([CH3:4])[CH3:2]. The yield is 0.950. (4) The reactants are [F:1][C:2]1[CH:3]=[C:4]([C:8]2[C:17]3[C:12](=[CH:13][C:14]([O:18]C)=[CH:15][CH:16]=3)[C:11](=[O:20])[N:10]([CH2:21][C:22]([N:24]([CH3:35])[C:25]3[CH:34]=[CH:33][C:28]4[N:29]=[C:30]([CH3:32])[O:31][C:27]=4[CH:26]=3)=[O:23])[N:9]=2)[CH:5]=[CH:6][CH:7]=1.B(Br)(Br)Br.C([O-])(O)=O.[Na+]. The catalyst is C(Cl)Cl.O. The product is [F:1][C:2]1[CH:3]=[C:4]([C:8]2[C:17]3[C:12](=[CH:13][C:14]([OH:18])=[CH:15][CH:16]=3)[C:11](=[O:20])[N:10]([CH2:21][C:22]([N:24]([CH3:35])[C:25]3[CH:34]=[CH:33][C:28]4[N:29]=[C:30]([CH3:32])[O:31][C:27]=4[CH:26]=3)=[O:23])[N:9]=2)[CH:5]=[CH:6][CH:7]=1. The yield is 0.740. (5) The reactants are [OH-].[K+].[CH2:3]([O:5][C:6](=[O:15])[C@H:7]1[O:14][C@@H:8]1[C:9]([O:11]CC)=[O:10])[CH3:4].O. The catalyst is C(O)C. The yield is 0.780. The product is [CH2:3]([O:5][C:6](=[O:15])[C@H:7]1[O:14][C@@H:8]1[C:9]([OH:11])=[O:10])[CH3:4].